From a dataset of Full USPTO retrosynthesis dataset with 1.9M reactions from patents (1976-2016). Predict the reactants needed to synthesize the given product. (1) Given the product [Cl:21][C:22]1[C:23]2[C:18](=[O:20])[C:17]3[C:12](=[CH:13][CH:14]=[CH:15][CH:16]=3)[S:11][C:24]=2[C:25]([O:26][CH2:27][C:28]([OH:30])=[O:29])=[CH:31][CH:32]=1, predict the reactants needed to synthesize it. The reactants are: [CH:15]1[CH:16]=[C:17]([C:18]([OH:20])=O)[C:12]([S:11][S:11][C:12]2[C:17]([C:18]([OH:20])=O)=[CH:16][CH:15]=[CH:14][CH:13]=2)=[CH:13][CH:14]=1.[Cl:21][C:22]1[CH:32]=[CH:31][C:25]([O:26][CH2:27][C:28]([OH:30])=[O:29])=[CH:24][CH:23]=1. (2) Given the product [CH3:14][NH:15][C:2]1[N:10]=[CH:9][N:8]=[C:7]2[C:3]=1[N:4]=[CH:5][NH:6]2, predict the reactants needed to synthesize it. The reactants are: Cl[C:2]1[N:10]=[CH:9][N:8]=[C:7]2[C:3]=1[NH:4][CH:5]=[N:6]2.C(O)C.[CH3:14][NH2:15]. (3) Given the product [C:1]([O:5][C:6](=[O:7])[NH:8][CH2:9][C:10]1[CH:11]=[CH:12][C:13]([CH2:14][OH:15])=[CH:17][CH:18]=1)([CH3:4])([CH3:2])[CH3:3], predict the reactants needed to synthesize it. The reactants are: [C:1]([O:5][C:6]([NH:8][CH2:9][C:10]1[CH:18]=[CH:17][C:13]([C:14](O)=[O:15])=[CH:12][CH:11]=1)=[O:7])([CH3:4])([CH3:3])[CH3:2]. (4) The reactants are: Br[C:2]1[CH:7]=[CH:6][CH:5]=[C:4]([F:8])[N:3]=1.C([Li])CCC.C(O[B:18]([O:23][CH:24]([CH3:26])[CH3:25])[O:19][CH:20]([CH3:22])[CH3:21])(C)C.OC(C(O)(C)C)(C)C. Given the product [F:8][C:4]1[N:3]=[C:2]([B:18]2[O:19][C:20]([CH3:21])([CH3:22])[C:24]([CH3:25])([CH3:26])[O:23]2)[CH:7]=[CH:6][CH:5]=1, predict the reactants needed to synthesize it. (5) Given the product [Br:12][C:13]1[CH:14]=[C:15]2[C:20](=[CH:21][CH:22]=1)[C:19]([C:23]([O:25][CH2:26][CH3:27])=[O:24])=[N:18][CH:17]=[CH:16]2, predict the reactants needed to synthesize it. The reactants are: N12CCCN=C1CCCCC2.[Br:12][C:13]1[CH:14]=[C:15]2[C:20](=[CH:21][CH:22]=1)[CH:19]([C:23]([O:25][CH2:26][CH3:27])=[O:24])[N:18](S(C1C=CC=CC=1)(=O)=O)[CH2:17][CH2:16]2.O.